This data is from Forward reaction prediction with 1.9M reactions from USPTO patents (1976-2016). The task is: Predict the product of the given reaction. (1) The product is: [NH2:19][C:18]1[C:12]2[N:11]=[C:10]([C:8]([N:5]3[CH2:4][CH2:3][N:2]([CH3:1])[CH2:7][CH2:6]3)=[O:9])[NH:14][C:13]=2[CH:15]=[CH:16][CH:17]=1. Given the reactants [CH3:1][N:2]1[CH2:7][CH2:6][N:5]([C:8]([C:10]2[NH:14][C:13]3[CH:15]=[CH:16][CH:17]=[C:18]([N+:19]([O-])=O)[C:12]=3[N:11]=2)=[O:9])[CH2:4][CH2:3]1.NC1C2N=C(CO)NC=2C=CC=1, predict the reaction product. (2) Given the reactants [CH:1]1([C:4]2[C:5]([O:13][CH2:14][CH:15]3[CH2:17][CH2:16]3)=[CH:6][C:7]([C:10]([OH:12])=O)=[N:8][CH:9]=2)[CH2:3][CH2:2]1.[NH2:18][C:19]1([CH2:25]O)[CH2:24][CH2:23][CH2:22][CH2:21][CH2:20]1, predict the reaction product. The product is: [CH:1]1([C:4]2[C:5]([O:13][CH2:14][CH:15]3[CH2:17][CH2:16]3)=[CH:6][C:7]([C:10]3[O:12][CH2:25][C:19]4([CH2:24][CH2:23][CH2:22][CH2:21][CH2:20]4)[N:18]=3)=[N:8][CH:9]=2)[CH2:2][CH2:3]1. (3) Given the reactants [C:1]([CH:5]([OH:7])[OH:6])([F:4])([F:3])Cl.Br[CH2:9][CH2:10]O.[Cl-:12].[Ca+2].[Cl-].C(=O)([O-])[O-].[K+].[K+], predict the reaction product. The product is: [Cl:12][C:5]1([CH:1]([F:4])[F:3])[O:7][CH2:10][CH2:9][O:6]1. (4) Given the reactants [Cl:1][CH2:2][C:3]1[CH:10]=[C:9]([OH:11])[CH:8]=[C:7]([OH:12])[C:4]=1[CH:5]=[O:6].C(Cl)Cl.N1C=CN=C1.[C:21]([Si:25]([C:33]1[CH:38]=[CH:37][CH:36]=[CH:35][CH:34]=1)([C:27]1[CH:32]=[CH:31][CH:30]=[CH:29][CH:28]=1)Cl)([CH3:24])([CH3:23])[CH3:22], predict the reaction product. The product is: [O:11]([C:9]1[CH:8]=[C:7]([OH:12])[C:4]([CH:5]=[O:6])=[C:3]([CH2:2][Cl:1])[CH:10]=1)[Si:25]([C:21]([CH3:24])([CH3:23])[CH3:22])([C:33]1[CH:34]=[CH:35][CH:36]=[CH:37][CH:38]=1)[C:27]1[CH:32]=[CH:31][CH:30]=[CH:29][CH:28]=1. (5) Given the reactants S(Cl)([Cl:4])(=O)=O.[CH3:6][O:7][C@H:8]1[O:13][C@H:12](CO)[C@@H:11](O)[C@H:10]([OH:17])[C@H:9]1[OH:18].C(=O)([O-])[O-].[Na+].[Na+].[I-].[Na+].[CH:27]([Cl:30])(Cl)Cl, predict the reaction product. The product is: [Cl:4][C@H:11]1[C@@H:12]([CH2:27][Cl:30])[O:13][C@H:8]([O:7][CH3:6])[C@H:9]([OH:18])[C@H:10]1[OH:17]. (6) Given the reactants ClC1C=C(Cl)C=C(Cl)C=1[C:10](C1C(Cl)=CC(Cl)=CC=1Cl)(C([O-])=O)[C:11]([O-:13])=[O:12].[C:26]1([CH3:32])[CH:31]=[CH:30][CH:29]=[CH:28][CH:27]=1, predict the reaction product. The product is: [O:13]1[C:31]2[C:26](=[CH:27][CH:28]=[CH:29][CH:30]=2)[CH:32]=[CH:10][C:11]1=[O:12].